Dataset: Retrosynthesis with 50K atom-mapped reactions and 10 reaction types from USPTO. Task: Predict the reactants needed to synthesize the given product. (1) Given the product CSCc1ccc(N)c(-c2cccc(Cl)c2)c1, predict the reactants needed to synthesize it. The reactants are: CSCc1ccc(N)c(Br)c1.OB(O)c1cccc(Cl)c1. (2) Given the product CN1CCN(NC(=O)c2cnc(OCC(F)(F)F)c(-c3ccc(Cl)cc3)c2)CC1=O, predict the reactants needed to synthesize it. The reactants are: CN1CCN(N)CC1=O.O=C(O)c1cnc(OCC(F)(F)F)c(-c2ccc(Cl)cc2)c1. (3) The reactants are: CC(=O)NN.S=C=Nc1ccncc1Br. Given the product CC(=O)NNC(=S)Nc1ccncc1Br, predict the reactants needed to synthesize it.